The task is: Predict the reactants needed to synthesize the given product.. This data is from Full USPTO retrosynthesis dataset with 1.9M reactions from patents (1976-2016). (1) Given the product [OH:9][CH2:10][C:11]([N:13]([CH3:14])[CH2:15][C@H:16]([O:18][C:19]1[CH:28]=[CH:27][CH:26]=[C:25]2[C:20]=1[C:21]([NH:29][C:30]1[CH:35]=[CH:34][C:33]([O:36][CH2:2][C:3]3[CH:8]=[CH:7][CH:6]=[CH:5][N:4]=3)=[C:32]([CH3:37])[CH:31]=1)=[N:22][CH:23]=[N:24]2)[CH3:17])=[O:12], predict the reactants needed to synthesize it. The reactants are: Cl[CH2:2][C:3]1[CH:8]=[CH:7][CH:6]=[CH:5][N:4]=1.[OH:9][CH2:10][C:11]([N:13]([CH2:15][C@H:16]([O:18][C:19]1[CH:28]=[CH:27][CH:26]=[C:25]2[C:20]=1[C:21]([NH:29][C:30]1[CH:35]=[CH:34][C:33]([OH:36])=[C:32]([CH3:37])[CH:31]=1)=[N:22][CH:23]=[N:24]2)[CH3:17])[CH3:14])=[O:12]. (2) Given the product [Cl:20][C:21]1[N:26]=[C:25]2[N:27]([CH:31]3[CH2:36][CH2:35][CH2:34][CH2:33][O:32]3)[N:28]=[C:29]([C:1]3[CH:6]=[CH:5][CH:4]=[CH:3][CH:2]=3)[C:24]2=[C:23]([CH:37]([F:38])[F:39])[CH:22]=1, predict the reactants needed to synthesize it. The reactants are: [C:1]1(B(O)O)[CH:6]=[CH:5][CH:4]=[CH:3][CH:2]=1.O.O.P([O-])([O-])([O-])=O.[K+].[K+].[K+].[Cl:20][C:21]1[N:26]=[C:25]2[N:27]([CH:31]3[CH2:36][CH2:35][CH2:34][CH2:33][O:32]3)[N:28]=[C:29](I)[C:24]2=[C:23]([CH:37]([F:39])[F:38])[CH:22]=1. (3) The reactants are: [CH3:1][O:2][C:3](=[O:12])[C:4]1[CH:9]=[CH:8][C:7](N)=[CH:6][C:5]=1[Cl:11].N([O-])=[O:14].[Na+]. Given the product [CH3:1][O:2][C:3](=[O:12])[C:4]1[CH:9]=[CH:8][C:7]([OH:14])=[CH:6][C:5]=1[Cl:11], predict the reactants needed to synthesize it. (4) Given the product [OH:23][C@H:12]([C:11]([NH:10][C:3]1[CH:4]=[N:5][N:6]([CH2:7][CH2:8][OH:9])[C:2]=1[NH:1][C:25]([C:26]1[CH:31]=[CH:30][CH:29]=[CH:28][CH:27]=1)([C:38]1[CH:39]=[CH:40][CH:41]=[CH:42][CH:43]=1)[C:32]1[CH:33]=[CH:34][CH:35]=[CH:36][CH:37]=1)=[O:24])[CH2:13][CH2:14][NH:15][C:16](=[O:22])[O:17][C:18]([CH3:21])([CH3:19])[CH3:20], predict the reactants needed to synthesize it. The reactants are: [NH2:1][C:2]1[N:6]([CH2:7][CH2:8][OH:9])[N:5]=[CH:4][C:3]=1[NH:10][C:11](=[O:24])[C@@H:12]([OH:23])[CH2:13][CH2:14][NH:15][C:16](=[O:22])[O:17][C:18]([CH3:21])([CH3:20])[CH3:19].[C:25](Cl)([C:38]1[CH:43]=[CH:42][CH:41]=[CH:40][CH:39]=1)([C:32]1[CH:37]=[CH:36][CH:35]=[CH:34][CH:33]=1)[C:26]1[CH:31]=[CH:30][CH:29]=[CH:28][CH:27]=1.C(N(CC)CC)C.O. (5) Given the product [Cl:24][C:22]1[N:23]=[C:19]([NH:1][CH2:2][C:3]2[CH:8]=[CH:7][N:6]=[CH:5][CH:4]=2)[S:20][C:21]=1[CH:25]=[O:26], predict the reactants needed to synthesize it. The reactants are: [NH2:1][CH2:2][C:3]1[CH:8]=[CH:7][N:6]=[CH:5][CH:4]=1.C(N(CC)C(C)C)(C)C.Cl[C:19]1[S:20][C:21]([CH:25]=[O:26])=[C:22]([Cl:24])[N:23]=1. (6) Given the product [Si:18]([O:5][CH2:4][CH2:3][CH:2]([C:6]1[CH:11]=[CH:10][C:9]([F:12])=[C:8]([F:13])[CH:7]=1)[NH2:1])([C:15]([CH3:17])([CH3:16])[CH3:14])([CH3:20])[CH3:19], predict the reactants needed to synthesize it. The reactants are: [NH2:1][CH:2]([C:6]1[CH:11]=[CH:10][C:9]([F:12])=[C:8]([F:13])[CH:7]=1)[CH2:3][CH2:4][OH:5].[CH3:14][C:15]([Si:18](Cl)([CH3:20])[CH3:19])([CH3:17])[CH3:16].CCN(C(C)C)C(C)C.C(Cl)Cl.